The task is: Predict the product of the given reaction.. This data is from Forward reaction prediction with 1.9M reactions from USPTO patents (1976-2016). (1) Given the reactants C[O:2][C:3](=[O:27])[CH2:4][C:5]1[C:6]([CH3:26])=[C:7]([S:15][C:16]2[CH:21]=[CH:20][C:19]([S:22]([CH3:25])(=[O:24])=[O:23])=[CH:18][CH:17]=2)[N:8]2[C:13]=1[CH:12]=[C:11]([Cl:14])[CH:10]=[CH:9]2.O1CCCC1.[OH-].[Li+], predict the reaction product. The product is: [Cl:14][C:11]1[CH:10]=[CH:9][N:8]2[C:13]([CH:12]=1)=[C:5]([CH2:4][C:3]([OH:27])=[O:2])[C:6]([CH3:26])=[C:7]2[S:15][C:16]1[CH:21]=[CH:20][C:19]([S:22]([CH3:25])(=[O:24])=[O:23])=[CH:18][CH:17]=1. (2) Given the reactants [C:1]([C:3]1[CH:4]=[C:5]([CH:10]=[CH:11][C:12]=1[OH:13])[C:6]([O:8][CH3:9])=[O:7])#[N:2].CCN(CC)CC.[O:21](S(C(F)(F)F)(=O)=O)[S:22]([C:25]([F:28])([F:27])[F:26])(=O)=[O:23], predict the reaction product. The product is: [C:1]([C:3]1[CH:4]=[C:5]([CH:10]=[CH:11][C:12]=1[O:13][S:22]([C:25]([F:28])([F:27])[F:26])(=[O:23])=[O:21])[C:6]([O:8][CH3:9])=[O:7])#[N:2]. (3) Given the reactants [NH2:1][C:2]1[C:7]([Br:8])=[N:6][C:5]([Br:9])=[CH:4][N:3]=1.[CH2:10]1COC[CH2:11]1.C(OC(OCC)CBr)C, predict the reaction product. The product is: [Br:9][C:5]1[N:6]=[C:7]([Br:8])[C:2]2[N:3]([CH:10]=[CH:11][N:1]=2)[CH:4]=1.